Dataset: NCI-60 drug combinations with 297,098 pairs across 59 cell lines. Task: Regression. Given two drug SMILES strings and cell line genomic features, predict the synergy score measuring deviation from expected non-interaction effect. (1) Drug 1: CC12CCC3C(C1CCC2=O)CC(=C)C4=CC(=O)C=CC34C. Drug 2: C1C(C(OC1N2C=NC3=C2NC=NCC3O)CO)O. Cell line: HL-60(TB). Synergy scores: CSS=63.0, Synergy_ZIP=0.280, Synergy_Bliss=-2.30, Synergy_Loewe=-2.91, Synergy_HSA=-3.33. (2) Drug 1: CC1OCC2C(O1)C(C(C(O2)OC3C4COC(=O)C4C(C5=CC6=C(C=C35)OCO6)C7=CC(=C(C(=C7)OC)O)OC)O)O. Cell line: MDA-MB-435. Synergy scores: CSS=10.3, Synergy_ZIP=0.951, Synergy_Bliss=4.95, Synergy_Loewe=-12.3, Synergy_HSA=-0.0447. Drug 2: CC1=CC2C(CCC3(C2CCC3(C(=O)C)OC(=O)C)C)C4(C1=CC(=O)CC4)C. (3) Drug 1: CN(C)C1=NC(=NC(=N1)N(C)C)N(C)C. Drug 2: C1=NC2=C(N1)C(=S)N=CN2. Cell line: PC-3. Synergy scores: CSS=3.24, Synergy_ZIP=-4.27, Synergy_Bliss=-11.8, Synergy_Loewe=-79.4, Synergy_HSA=-12.7.